This data is from NCI-60 drug combinations with 297,098 pairs across 59 cell lines. The task is: Regression. Given two drug SMILES strings and cell line genomic features, predict the synergy score measuring deviation from expected non-interaction effect. (1) Drug 1: C1CCC(C1)C(CC#N)N2C=C(C=N2)C3=C4C=CNC4=NC=N3. Drug 2: CC(C1=C(C=CC(=C1Cl)F)Cl)OC2=C(N=CC(=C2)C3=CN(N=C3)C4CCNCC4)N. Cell line: RPMI-8226. Synergy scores: CSS=-3.66, Synergy_ZIP=3.19, Synergy_Bliss=5.65, Synergy_Loewe=-5.20, Synergy_HSA=-2.28. (2) Drug 1: CC12CCC3C(C1CCC2O)C(CC4=C3C=CC(=C4)O)CCCCCCCCCS(=O)CCCC(C(F)(F)F)(F)F. Drug 2: C1=NC2=C(N1)C(=S)N=CN2. Cell line: HCC-2998. Synergy scores: CSS=19.4, Synergy_ZIP=-0.666, Synergy_Bliss=1.02, Synergy_Loewe=-21.2, Synergy_HSA=-0.476. (3) Drug 1: CC1OCC2C(O1)C(C(C(O2)OC3C4COC(=O)C4C(C5=CC6=C(C=C35)OCO6)C7=CC(=C(C(=C7)OC)O)OC)O)O. Drug 2: CCC1=C2CN3C(=CC4=C(C3=O)COC(=O)C4(CC)O)C2=NC5=C1C=C(C=C5)O. Cell line: DU-145. Synergy scores: CSS=37.9, Synergy_ZIP=-0.833, Synergy_Bliss=0.325, Synergy_Loewe=-14.9, Synergy_HSA=1.83. (4) Drug 1: COC1=C(C=C2C(=C1)N=CN=C2NC3=CC(=C(C=C3)F)Cl)OCCCN4CCOCC4. Drug 2: CC(C)NC(=O)C1=CC=C(C=C1)CNNC.Cl. Cell line: MOLT-4. Synergy scores: CSS=19.4, Synergy_ZIP=0.0949, Synergy_Bliss=3.23, Synergy_Loewe=-2.75, Synergy_HSA=1.96. (5) Drug 1: CC1C(C(=O)NC(C(=O)N2CCCC2C(=O)N(CC(=O)N(C(C(=O)O1)C(C)C)C)C)C(C)C)NC(=O)C3=C4C(=C(C=C3)C)OC5=C(C(=O)C(=C(C5=N4)C(=O)NC6C(OC(=O)C(N(C(=O)CN(C(=O)C7CCCN7C(=O)C(NC6=O)C(C)C)C)C)C(C)C)C)N)C. Drug 2: CC1CCCC2(C(O2)CC(NC(=O)CC(C(C(=O)C(C1O)C)(C)C)O)C(=CC3=CSC(=N3)C)C)C. Cell line: HL-60(TB). Synergy scores: CSS=74.2, Synergy_ZIP=0.448, Synergy_Bliss=1.40, Synergy_Loewe=-2.20, Synergy_HSA=2.57. (6) Drug 1: CS(=O)(=O)CCNCC1=CC=C(O1)C2=CC3=C(C=C2)N=CN=C3NC4=CC(=C(C=C4)OCC5=CC(=CC=C5)F)Cl. Drug 2: CCC1(C2=C(COC1=O)C(=O)N3CC4=CC5=C(C=CC(=C5CN(C)C)O)N=C4C3=C2)O.Cl. Cell line: RXF 393. Synergy scores: CSS=14.1, Synergy_ZIP=-5.57, Synergy_Bliss=-3.98, Synergy_Loewe=-13.4, Synergy_HSA=-0.979. (7) Drug 1: C1C(C(OC1N2C=NC3=C(N=C(N=C32)Cl)N)CO)O. Drug 2: CC1C(C(CC(O1)OC2CC(OC(C2O)C)OC3=CC4=CC5=C(C(=O)C(C(C5)C(C(=O)C(C(C)O)O)OC)OC6CC(C(C(O6)C)O)OC7CC(C(C(O7)C)O)OC8CC(C(C(O8)C)O)(C)O)C(=C4C(=C3C)O)O)O)O. Cell line: MALME-3M. Synergy scores: CSS=25.6, Synergy_ZIP=-3.94, Synergy_Bliss=-0.615, Synergy_Loewe=-19.3, Synergy_HSA=-2.49.